From a dataset of Full USPTO retrosynthesis dataset with 1.9M reactions from patents (1976-2016). Predict the reactants needed to synthesize the given product. (1) Given the product [C:1]([O:5][C:6]([N:8]1[CH2:13][CH2:12][N:11]([CH2:14][C:15]2[C:20]([C:21]([F:22])([F:24])[F:23])=[CH:19][C:18]([C:25]([OH:27])=[O:26])=[C:17]([NH2:30])[C:16]=2[F:31])[CH2:10][CH2:9]1)=[O:7])([CH3:4])([CH3:2])[CH3:3], predict the reactants needed to synthesize it. The reactants are: [C:1]([O:5][C:6]([N:8]1[CH2:13][CH2:12][N:11]([CH2:14][C:15]2[C:20]([C:21]([F:24])([F:23])[F:22])=[CH:19][C:18]([C:25]([O:27]CC)=[O:26])=[C:17]([NH2:30])[C:16]=2[F:31])[CH2:10][CH2:9]1)=[O:7])([CH3:4])([CH3:3])[CH3:2].NC1C(Cl)=C(C=O)C(C(F)(F)F)=CC=1C(O)=O. (2) Given the product [CH3:1][O:2][C:3]1[CH:8]=[CH:7][C:6]([N:9]2[C:21]3[CH:20]=[CH:19][C:18]([C:22]([C:34]#[N:35])=[C:23]([C:32]#[N:33])[C:24]4[CH:25]=[C:26]([F:31])[CH:27]=[C:28]([F:30])[CH:29]=4)=[CH:17][C:16]=3[C:15]3[C:10]2=[CH:11][CH:12]=[CH:13][CH:14]=3)=[CH:5][CH:4]=1, predict the reactants needed to synthesize it. The reactants are: [CH3:1][O:2][C:3]1[CH:8]=[CH:7][C:6]([N:9]2[C:21]3[CH:20]=[CH:19][C:18]([CH:22]=[C:23]([C:32]#[N:33])[C:24]4[CH:29]=[C:28]([F:30])[CH:27]=[C:26]([F:31])[CH:25]=4)=[CH:17][C:16]=3[C:15]3[C:10]2=[CH:11][CH:12]=[CH:13][CH:14]=3)=[CH:5][CH:4]=1.[C-:34]#[N:35].[Na+].C([O-])(=O)C.C([O-])(=O)C.C([O-])(=O)C.C([O-])(=O)C.[Pb+4]. (3) The reactants are: [C@H:1]1([NH2:10])[C:9]2[C:4](=[CH:5][CH:6]=[CH:7][CH:8]=2)[CH2:3][CH2:2]1.C1C2C(CO[C:26]([N:28]3[CH2:32][C@@H:31]([C:33]4[CH:38]=[CH:37][CH:36]=[CH:35][CH:34]=4)[CH2:30][C@H:29]3[C:39]([OH:41])=O)=[O:27])C3C(=CC=CC=3)C=2C=CC=1.C1C=C2C(CO[C:57]([NH:59][C@H:60](C(O)=O)[CH2:61][C:62]3[CH:67]=[C:66]([C:68]#[N:69])[CH:65]=[CH:64][CH:63]=3)=[O:58])C3C(C2=CC=1)=CC=CC=3.C1C2C(COC([NH:90][C@@H:91](C)[C:92](O)=O)=O)C3C(=CC=CC=3)C=2C=CC=1. Given the product [NH2:90][C@@H:91]([CH3:92])[C:57]([NH:59][C@@H:60]([CH2:61][C:62]1[CH:63]=[CH:64][CH:65]=[C:66]([C:68]#[N:69])[CH:67]=1)[C:26]([N:28]1[CH2:32][C@@H:31]([C:33]2[CH:34]=[CH:35][CH:36]=[CH:37][CH:38]=2)[CH2:30][C@H:29]1[C:39]([NH:10][C@H:1]1[C:9]2[C:4](=[CH:5][CH:6]=[CH:7][CH:8]=2)[CH2:3][CH2:2]1)=[O:41])=[O:27])=[O:58], predict the reactants needed to synthesize it. (4) Given the product [C:5]1([C:3]2[N:4]=[C:20]([C:19]3[CH:23]=[CH:24][CH:25]=[C:17]([O:16][CH3:15])[C:18]=3[OH:26])[O:1][N:2]=2)[C:14]2[C:9](=[CH:10][CH:11]=[CH:12][CH:13]=2)[CH:8]=[CH:7][N:6]=1, predict the reactants needed to synthesize it. The reactants are: [OH:1][NH:2][C:3]([C:5]1[C:14]2[C:9](=[CH:10][CH:11]=[CH:12][CH:13]=2)[CH:8]=[CH:7][N:6]=1)=[NH:4].[CH3:15][O:16][C:17]1[CH:25]=[CH:24][CH:23]=[C:19]([C:20](O)=O)[C:18]=1[OH:26]. (5) Given the product [CH3:45][C:46]1[C:50]([C:4]2[CH:3]=[CH:2][CH:14]=[C:13]3[C:5]=2[C:6]2[CH:7]=[C:8]([C:15]([N:17]4[CH2:18][CH2:19][O:20][CH2:21][CH2:22]4)=[O:16])[CH:9]=[CH:10][C:11]=2[NH:12]3)=[C:49]([CH3:60])[O:48][N:47]=1, predict the reactants needed to synthesize it. The reactants are: Br[C:2]1[CH:14]=[C:13]2[C:5]([C:6]3[CH:7]=[C:8]([C:15]([N:17]4[CH2:22][CH2:21][O:20][CH2:19][CH2:18]4)=[O:16])[CH:9]=[CH:10][C:11]=3[NH:12]2)=[CH:4][CH:3]=1.BrC1C=CC=C2C=1C1C=C(C(N3CCOCC3)=O)C=CC=1N2.[CH3:45][C:46]1[C:50](B2OC(C)(C)C(C)(C)O2)=[C:49]([CH3:60])[O:48][N:47]=1.P(=O)(O)(O)O.[K].